From a dataset of Peptide-MHC class II binding affinity with 134,281 pairs from IEDB. Regression. Given a peptide amino acid sequence and an MHC pseudo amino acid sequence, predict their binding affinity value. This is MHC class II binding data. (1) The peptide sequence is RGLSSRKRRSHDVLT. The MHC is DRB1_0404 with pseudo-sequence DRB1_0404. The binding affinity (normalized) is 0. (2) The peptide sequence is ANMWSLMYFHKRDMR. The MHC is HLA-DQA10501-DQB10302 with pseudo-sequence HLA-DQA10501-DQB10302. The binding affinity (normalized) is 0.369. (3) The peptide sequence is TLWQRPLVTIKIGGQLTEAL. The MHC is H-2-IAd with pseudo-sequence H-2-IAd. The binding affinity (normalized) is 0.815. (4) The peptide sequence is GLAYKFVVPGAATPY. The MHC is DRB1_0401 with pseudo-sequence DRB1_0401. The binding affinity (normalized) is 0.649.